Dataset: Peptide-MHC class II binding affinity with 134,281 pairs from IEDB. Task: Regression. Given a peptide amino acid sequence and an MHC pseudo amino acid sequence, predict their binding affinity value. This is MHC class II binding data. (1) The peptide sequence is LVVGIYDEPMTPGQC. The MHC is DRB1_0405 with pseudo-sequence DRB1_0405. The binding affinity (normalized) is 0.180. (2) The peptide sequence is KEEHSSTWHYDDENPYK. The MHC is DRB1_0405 with pseudo-sequence DRB1_0405. The binding affinity (normalized) is 0.162.